Regression/Classification. Given a drug SMILES string, predict its absorption, distribution, metabolism, or excretion properties. Task type varies by dataset: regression for continuous measurements (e.g., permeability, clearance, half-life) or binary classification for categorical outcomes (e.g., BBB penetration, CYP inhibition). Dataset: cyp3a4_veith. From a dataset of CYP3A4 inhibition data for predicting drug metabolism from PubChem BioAssay. (1) The molecule is COc1ccc(COC(=O)N/N=C(\C)CC(=O)Nc2c(C)cc(C)cc2C)cc1. The result is 1 (inhibitor). (2) The compound is CCCCCCCCC(=O)N/N=C/c1cccc(Br)c1. The result is 0 (non-inhibitor). (3) The molecule is COc1ccc2c(c1)OC1=C(C(=O)CCC1)C2C1=C(O)CCCC1=O. The result is 0 (non-inhibitor). (4) The drug is CN(C)CC/C=C1\c2ccccc2Sc2ccc(Cl)cc21. The result is 0 (non-inhibitor). (5) The molecule is CC(=O)O[C@H]1C2=C(C(=O)[C@H]3O[C@@H]31)[C@H]1[C@H](C)O[C@@H]2[C@@]23C(=O)[C@H]4O[C@@H]4[C@@H](O)C2=CO[C@H](C)[C@@H]13. The result is 0 (non-inhibitor). (6) The compound is O=C1OC(c2ccc(O)c(-c3ccccc3)c2)(c2ccc(O)c(-c3ccccc3)c2)c2c(Cl)c(Cl)c(Cl)c(Cl)c21. The result is 0 (non-inhibitor). (7) The molecule is O=C(OCC(=O)N1CCOCC1)c1ccc(Cl)nc1. The result is 0 (non-inhibitor).